This data is from Full USPTO retrosynthesis dataset with 1.9M reactions from patents (1976-2016). The task is: Predict the reactants needed to synthesize the given product. (1) Given the product [CH3:8][C:5]1[CH:6]=[CH:7][C:2]2[NH:1][CH2:23][CH:17]([C:18]([O:20][CH2:21][CH3:22])=[O:19])[O:9][C:3]=2[CH:4]=1, predict the reactants needed to synthesize it. The reactants are: [NH2:1][C:2]1[CH:7]=[CH:6][C:5]([CH3:8])=[CH:4][C:3]=1[OH:9].C([O-])([O-])=O.[K+].[K+].Br[CH:17]([CH2:23]Br)[C:18]([O:20][CH2:21][CH3:22])=[O:19]. (2) Given the product [NH2:26][C@:27]1([C:44]([OH:45])=[O:6])[C@@H:31]([CH2:32][CH2:33][CH2:34][B:35]([OH:36])[OH:39])[CH2:30][N:29]([CH2:17][CH2:15][N:12]([CH2:9][CH3:11])[CH2:13][CH3:14])[CH2:28]1, predict the reactants needed to synthesize it. The reactants are: C(N(CC)CC[OH:6])C.[CH:9]([N:12]([CH:15]([CH3:17])C)[CH2:13][CH3:14])([CH3:11])C.CS(Cl)(=O)=O.C([NH:26][C@:27]1([C:44](NC(C)(C)C)=[O:45])[C@@H:31]([CH2:32][CH2:33][CH2:34][B:35]2[O:39]C(C)(C)C(C)(C)[O:36]2)[CH2:30][NH:29][CH2:28]1)(=O)C. (3) Given the product [Cl:1][C:2]1[C:3]([C:9]([OH:11])=[O:10])=[N:4][C:5]([N:12]2[CH2:17][CH2:16][O:15][CH2:14][CH2:13]2)=[CH:6][CH:7]=1, predict the reactants needed to synthesize it. The reactants are: [Cl:1][C:2]1[C:3]([C:9]([OH:11])=[O:10])=[N:4][C:5](Cl)=[CH:6][CH:7]=1.[NH:12]1[CH2:17][CH2:16][O:15][CH2:14][CH2:13]1. (4) Given the product [Cl:1][C:2]1[CH:7]=[CH:6][CH:5]=[CH:4][C:3]=1[C:8]1[CH:9]=[CH:10][C:11]([CH2:14][N:17]([CH2:18][CH:19]([C:21]2[CH:26]=[CH:25][CH:24]=[CH:23][CH:22]=2)[OH:20])[CH3:16])=[CH:12][CH:13]=1, predict the reactants needed to synthesize it. The reactants are: [Cl:1][C:2]1[CH:7]=[CH:6][CH:5]=[CH:4][C:3]=1[C:8]1[CH:13]=[CH:12][C:11]([CH:14]=O)=[CH:10][CH:9]=1.[CH3:16][NH:17][CH2:18][CH:19]([C:21]1[CH:26]=[CH:25][CH:24]=[CH:23][CH:22]=1)[OH:20].[BH-](OC(C)=O)(OC(C)=O)OC(C)=O.[Na+]. (5) The reactants are: [NH:1]1[C@H:5]([C:6]([OH:8])=[O:7])[CH2:4][CH2:3][C:2]1=[O:9].[CH3:10][C:11]([CH3:13])=[CH2:12].S(=O)(=O)(O)O.C(=O)(O)[O-].[Na+]. Given the product [C:11]([O:7][C:6]([C@@H:5]1[CH2:4][CH2:3][C:2](=[O:9])[NH:1]1)=[O:8])([CH3:13])([CH3:12])[CH3:10], predict the reactants needed to synthesize it. (6) Given the product [CH3:1][C:2]1[N:6]=[C:5]([CH:7]2[CH2:12][CH2:11][CH2:10][NH:9][CH2:8]2)[O:4][N:3]=1, predict the reactants needed to synthesize it. The reactants are: [CH3:1][C:2]1[N:6]=[C:5]([CH:7]2[CH2:12][CH2:11][CH2:10][N:9](C(OC(C)(C)C)=O)[CH2:8]2)[O:4][N:3]=1.Cl.C(O)C.CC(OC)(C)C.